From a dataset of Forward reaction prediction with 1.9M reactions from USPTO patents (1976-2016). Predict the product of the given reaction. Given the reactants [C:1]([C:5]1[N:9]([CH2:10][CH:11]2[CH2:16][CH2:15][O:14][CH2:13][CH2:12]2)[C:8]2[CH:17]=[CH:18][C:19]([S:21](Cl)(=[O:23])=[O:22])=[CH:20][C:7]=2[N:6]=1)([CH3:4])([CH3:3])[CH3:2].[CH:25]1([NH2:31])[CH2:30][CH2:29][CH2:28][CH2:27][CH2:26]1, predict the reaction product. The product is: [C:1]([C:5]1[N:9]([CH2:10][CH:11]2[CH2:16][CH2:15][O:14][CH2:13][CH2:12]2)[C:8]2[CH:17]=[CH:18][C:19]([S:21]([NH:31][CH:25]3[CH2:30][CH2:29][CH2:28][CH2:27][CH2:26]3)(=[O:23])=[O:22])=[CH:20][C:7]=2[N:6]=1)([CH3:4])([CH3:3])[CH3:2].